From a dataset of Experimentally validated miRNA-target interactions with 360,000+ pairs, plus equal number of negative samples. Binary Classification. Given a miRNA mature sequence and a target amino acid sequence, predict their likelihood of interaction. (1) The miRNA is hsa-miR-19b-1-5p with sequence AGUUUUGCAGGUUUGCAUCCAGC. The protein sequence of the target gene is MGLRIHFVVDPHGWCCMGLIVFVWLYNIVIIPKIVLFPHYEEGHIPGILIIIFYGISIFCLVALVRASLTDPGRLPENPKIPHAERELWELCNKCNLMRPKRSHHCSRCGHCVRRMDHHCPWINNCVGEDNHWLFLQLCFYTELLTCYALMFSFCHYYYFLPLKKRNLDLFVVRHELAIMRLAAFMGITMLVGITGLFYTQLIGIITDTTSIEKMSNCCEEISRPRKPWQQTFSEVFGTRWKILWFIPFRQRQPLRVPYHFANHV. Result: 0 (no interaction). (2) The miRNA is hsa-miR-877-3p with sequence UCCUCUUCUCCCUCCUCCCAG. The protein sequence of the target gene is MAAAAAAAAAAGAAGGRGSGPGRRRHLVPGAGGEAGEGAPGGAGDYGNGLESEELEPEELLLEPEPEPEPEEEPPRPRAPPGAPGPGPGSGAPGSQEEEEEPGLVEGDPGDGAIEDPELEAIKARVREMEEEAEKLKELQNEVEKQMNMSPPPGNAGPVIMSIEEKMEADARSIYVGNVDYGATAEELEAHFHGCGSVNRVTILCDKFSGHPKGFAYIEFSDKESVRTSLALDESLFRGRQIKVIPKRTNRPGISTTDRGFPRARYRARTTNYNSSRSRFYSGFNSRPRGRVYRGRARAT.... Result: 1 (interaction).